From a dataset of M1 muscarinic receptor antagonist screen with 61,756 compounds. Binary Classification. Given a drug SMILES string, predict its activity (active/inactive) in a high-throughput screening assay against a specified biological target. (1) The drug is s1c2c(CCCC2)c2c1ncn(c2=O)CC(=O)NCC(=O)NCc1ncccc1. The result is 0 (inactive). (2) The compound is O(c1c(N(Cc2cc3c([nH]c2=O)ccc(OC)c3)C(=O)c2cccnc2)cccc1)C. The result is 0 (inactive).